From a dataset of NCI-60 drug combinations with 297,098 pairs across 59 cell lines. Regression. Given two drug SMILES strings and cell line genomic features, predict the synergy score measuring deviation from expected non-interaction effect. (1) Synergy scores: CSS=5.66, Synergy_ZIP=-2.70, Synergy_Bliss=-1.72, Synergy_Loewe=-1.60, Synergy_HSA=-2.42. Drug 1: C1CCC(C1)C(CC#N)N2C=C(C=N2)C3=C4C=CNC4=NC=N3. Cell line: A549. Drug 2: CC(C)(C#N)C1=CC(=CC(=C1)CN2C=NC=N2)C(C)(C)C#N. (2) Drug 1: C1=CN(C(=O)N=C1N)C2C(C(C(O2)CO)O)O.Cl. Drug 2: C1=NNC2=C1C(=O)NC=N2. Cell line: HCC-2998. Synergy scores: CSS=41.2, Synergy_ZIP=-1.93, Synergy_Bliss=-2.92, Synergy_Loewe=-23.9, Synergy_HSA=-1.06. (3) Drug 1: CC1=CC2C(CCC3(C2CCC3(C(=O)C)OC(=O)C)C)C4(C1=CC(=O)CC4)C. Drug 2: C1=CC(=CC=C1CC(C(=O)O)N)N(CCCl)CCCl.Cl. Cell line: NCI-H226. Synergy scores: CSS=2.94, Synergy_ZIP=1.11, Synergy_Bliss=7.59, Synergy_Loewe=-6.40, Synergy_HSA=1.97. (4) Drug 1: CC1CCC2CC(C(=CC=CC=CC(CC(C(=O)C(C(C(=CC(C(=O)CC(OC(=O)C3CCCCN3C(=O)C(=O)C1(O2)O)C(C)CC4CCC(C(C4)OC)O)C)C)O)OC)C)C)C)OC. Drug 2: CC12CCC3C(C1CCC2OP(=O)(O)O)CCC4=C3C=CC(=C4)OC(=O)N(CCCl)CCCl.[Na+]. Cell line: BT-549. Synergy scores: CSS=24.0, Synergy_ZIP=-2.60, Synergy_Bliss=6.63, Synergy_Loewe=0.409, Synergy_HSA=7.78. (5) Drug 2: CC(C)(C#N)C1=CC(=CC(=C1)CN2C=NC=N2)C(C)(C)C#N. Synergy scores: CSS=29.3, Synergy_ZIP=-0.267, Synergy_Bliss=4.82, Synergy_Loewe=2.15, Synergy_HSA=4.03. Cell line: CCRF-CEM. Drug 1: CC1=C(N=C(N=C1N)C(CC(=O)N)NCC(C(=O)N)N)C(=O)NC(C(C2=CN=CN2)OC3C(C(C(C(O3)CO)O)O)OC4C(C(C(C(O4)CO)O)OC(=O)N)O)C(=O)NC(C)C(C(C)C(=O)NC(C(C)O)C(=O)NCCC5=NC(=CS5)C6=NC(=CS6)C(=O)NCCC[S+](C)C)O. (6) Drug 1: CCC1(CC2CC(C3=C(CCN(C2)C1)C4=CC=CC=C4N3)(C5=C(C=C6C(=C5)C78CCN9C7C(C=CC9)(C(C(C8N6C)(C(=O)OC)O)OC(=O)C)CC)OC)C(=O)OC)O. Drug 2: CCN(CC)CCNC(=O)C1=C(NC(=C1C)C=C2C3=C(C=CC(=C3)F)NC2=O)C. Cell line: SW-620. Synergy scores: CSS=79.9, Synergy_ZIP=2.66, Synergy_Bliss=1.99, Synergy_Loewe=1.68, Synergy_HSA=8.11. (7) Drug 1: C1CC(=O)NC(=O)C1N2CC3=C(C2=O)C=CC=C3N. Drug 2: CC12CCC3C(C1CCC2OP(=O)(O)O)CCC4=C3C=CC(=C4)OC(=O)N(CCCl)CCCl.[Na+]. Cell line: SW-620. Synergy scores: CSS=4.78, Synergy_ZIP=-2.07, Synergy_Bliss=-1.26, Synergy_Loewe=0.795, Synergy_HSA=-0.753. (8) Drug 1: CC1=C(C=C(C=C1)NC(=O)C2=CC=C(C=C2)CN3CCN(CC3)C)NC4=NC=CC(=N4)C5=CN=CC=C5. Drug 2: C1CN1C2=NC(=NC(=N2)N3CC3)N4CC4. Cell line: LOX IMVI. Synergy scores: CSS=26.6, Synergy_ZIP=-0.539, Synergy_Bliss=-3.70, Synergy_Loewe=-19.5, Synergy_HSA=-5.74.